Dataset: Reaction yield outcomes from USPTO patents with 853,638 reactions. Task: Predict the reaction yield, written as a fraction of the theoretical maximum amount of product (1.0 means a 100% yield; for example, 0.34 means a 34% yield). (1) The reactants are [F:1][C:2]([F:30])([C:14]1[N:18]2[CH:19]=[C:20]([C:24]3[CH:25]=[N:26][N:27]([CH3:29])[CH:28]=3)[CH:21]=[C:22]([F:23])[C:17]2=[N:16][N:15]=1)[C:3]1[CH:4]=[C:5]2[C:10](=[CH:11][CH:12]=1)[N:9]=[CH:8][C:7]([OH:13])=[CH:6]2.C1(P(C2C=CC=CC=2)C2C=CC=CC=2)C=CC=CC=1.O[CH2:51][CH2:52][CH2:53][N:54]1[CH2:59][CH2:58][O:57][CH2:56][CH2:55]1.N(C(OC(C)(C)C)=O)=NC(OC(C)(C)C)=O. The catalyst is CO.C(Cl)Cl.C1COCC1. The product is [F:30][C:2]([F:1])([C:14]1[N:18]2[CH:19]=[C:20]([C:24]3[CH:25]=[N:26][N:27]([CH3:29])[CH:28]=3)[CH:21]=[C:22]([F:23])[C:17]2=[N:16][N:15]=1)[C:3]1[CH:4]=[C:5]2[C:10](=[CH:11][CH:12]=1)[N:9]=[CH:8][C:7]([O:13][CH2:51][CH2:52][CH2:53][N:54]1[CH2:59][CH2:58][O:57][CH2:56][CH2:55]1)=[CH:6]2. The yield is 0.330. (2) The reactants are CN.[Br:3][C:4]1[C:9](F)=[C:8]([N+:11]([O-:13])=[O:12])[CH:7]=[CH:6][C:5]=1[F:14].C[CH2:16][N:17](C(C)C)C(C)C. The catalyst is C1COCC1. The product is [Br:3][C:4]1[C:5]([F:14])=[CH:6][CH:7]=[C:8]([N+:11]([O-:13])=[O:12])[C:9]=1[CH2:16][NH2:17]. The yield is 0.910.